From a dataset of Retrosynthesis with 50K atom-mapped reactions and 10 reaction types from USPTO. Predict the reactants needed to synthesize the given product. (1) Given the product N#Cc1ccc2c(c1)nc(Oc1ccccc1)c1ccsc12, predict the reactants needed to synthesize it. The reactants are: N#Cc1ccc2c(c1)nc(Cl)c1ccsc12.Oc1ccccc1. (2) Given the product CO[C@@H]1C[C@H](C(=O)Nc2ccc(-n3ccc(C)n3)cc2F)N(C(=O)OC(C)(C)C)C1, predict the reactants needed to synthesize it. The reactants are: CO[C@@H]1C[C@H](C(=O)O)N(C(=O)OC(C)(C)C)C1.Cc1ccn(-c2ccc(N)c(F)c2)n1. (3) Given the product N#Cc1ccc(N2CCOCC2)cc1, predict the reactants needed to synthesize it. The reactants are: C1COCCN1.N#Cc1ccc(Cl)cc1. (4) Given the product CCOC(=O)C(F)P(=O)(OCC)OCC, predict the reactants needed to synthesize it. The reactants are: CCOC(=O)C(F)Br.CCOP(OCC)OCC. (5) Given the product CCOC(Cc1ccc(OCCN2c3ccccc3Sc3ccccc32)cc1)C(=O)O, predict the reactants needed to synthesize it. The reactants are: CCOC(Cc1ccc(OCCN2c3ccccc3Sc3ccccc32)cc1)C(=O)OC. (6) Given the product O=C(/C=C/c1ccc(F)c(Br)c1)NC1(C(=O)NCCc2c[nH]c3ccc(F)cc23)CCNCC1, predict the reactants needed to synthesize it. The reactants are: CC(C)(C)OC(=O)N1CCC(NC(=O)/C=C/c2ccc(F)c(Br)c2)(C(=O)NCCc2c[nH]c3ccc(F)cc23)CC1.